The task is: Predict the reactants needed to synthesize the given product.. This data is from Full USPTO retrosynthesis dataset with 1.9M reactions from patents (1976-2016). (1) Given the product [NH2:32][C:30](=[O:31])[CH2:29][N:24]1[C:21]2=[N:22][CH:23]=[C:18]([C:6]3[C:5]4[C:9](=[CH:10][C:2]([F:1])=[CH:3][CH:4]=4)[N:8]([C:11]([O:13][C:14]([CH3:17])([CH3:16])[CH3:15])=[O:12])[CH:7]=3)[CH:19]=[C:20]2[O:26][C:25]1=[O:27], predict the reactants needed to synthesize it. The reactants are: [F:1][C:2]1[CH:10]=[C:9]2[C:5]([C:6]([C:18]3[CH:19]=[C:20]4[O:26][C:25](=[O:27])[NH:24][C:21]4=[N:22][CH:23]=3)=[CH:7][N:8]2[C:11]([O:13][C:14]([CH3:17])([CH3:16])[CH3:15])=[O:12])=[CH:4][CH:3]=1.Br[CH2:29][C:30]([NH2:32])=[O:31].C([O-])([O-])=O.[K+].[K+]. (2) Given the product [C:1]1([C:7]2([CH:11]=[O:25])[CH2:10][CH2:9][CH2:8]2)[CH:6]=[CH:5][CH:4]=[CH:3][CH:2]=1, predict the reactants needed to synthesize it. The reactants are: [C:1]1([C:7]2([C:11]#N)[CH2:10][CH2:9][CH2:8]2)[CH:6]=[CH:5][CH:4]=[CH:3][CH:2]=1.[H-].C([Al+]CC(C)C)C(C)C.C(OCC)(=[O:25])C.O.